From a dataset of Full USPTO retrosynthesis dataset with 1.9M reactions from patents (1976-2016). Predict the reactants needed to synthesize the given product. (1) The reactants are: [O:1]1[C:5]2[CH:6]=[CH:7][C:8]([C:10]3(O)[C:18]4[C:13](=[CH:14][CH:15]=[CH:16][CH:17]=4)[N:12]([CH2:19][C:20]4[CH:25]=[CH:24][C:23]([Cl:26])=[CH:22][CH:21]=4)[C:11]3=[O:27])=[CH:9][C:4]=2[O:3][CH2:2]1.N1C=CC=CC=1.O=S(Cl)[Cl:37]. Given the product [O:1]1[C:5]2[CH:6]=[CH:7][C:8]([C:10]3([Cl:37])[C:18]4[C:13](=[CH:14][CH:15]=[CH:16][CH:17]=4)[N:12]([CH2:19][C:20]4[CH:25]=[CH:24][C:23]([Cl:26])=[CH:22][CH:21]=4)[C:11]3=[O:27])=[CH:9][C:4]=2[O:3][CH2:2]1, predict the reactants needed to synthesize it. (2) Given the product [CH:17]1[CH:16]=[CH:15][C:14]([C:7]2([C:4]3[CH:3]=[CH:2][CH:1]=[CH:6][CH:5]=3)[NH:12][C:11]([OH:13])=[N:10][C:8]2=[O:9])=[CH:19][CH:18]=1.[NH:24]1[CH:25]=[CH:26][CH:21]=[CH:22][C:23]1=[O:27], predict the reactants needed to synthesize it. The reactants are: [CH:1]1[CH:2]=[CH:3][C:4]([C:7]2([C:14]3[CH:15]=[CH:16][CH:17]=[CH:18][CH:19]=3)[NH:12][C:11]([OH:13])=[N:10][C:8]2=[O:9])=[CH:5][CH:6]=1.O[C:21]1[CH:26]=[CH:25][NH:24][C:23](=[O:27])[CH:22]=1.C(O)C.